From a dataset of CYP2D6 inhibition data for predicting drug metabolism from PubChem BioAssay. Regression/Classification. Given a drug SMILES string, predict its absorption, distribution, metabolism, or excretion properties. Task type varies by dataset: regression for continuous measurements (e.g., permeability, clearance, half-life) or binary classification for categorical outcomes (e.g., BBB penetration, CYP inhibition). Dataset: cyp2d6_veith. The drug is CCCCN(c1ccccc1)c1ncnc2c1cnn2C. The result is 0 (non-inhibitor).